From a dataset of Reaction yield outcomes from USPTO patents with 853,638 reactions. Predict the reaction yield, written as a fraction of the theoretical maximum amount of product (1.0 means a 100% yield; for example, 0.34 means a 34% yield). (1) The reactants are C([O:5][C:6](=O)[CH2:7][CH:8]([C:16]#[N:17])[CH:9]([CH:13]([CH3:15])[CH3:14])[CH2:10][CH2:11][CH3:12])(C)(C)C. The catalyst is CO.[Ni]. The product is [CH:13]([CH:9]([CH:8]1[CH2:16][NH:17][C:6](=[O:5])[CH2:7]1)[CH2:10][CH2:11][CH3:12])([CH3:15])[CH3:14]. The yield is 1.00. (2) The reactants are C([O:8][C:9]1[CH:18]=[C:17]([O:19]CC2C=CC=CC=2)[C:16]([C:27]([CH3:29])=[CH2:28])=[CH:15][C:10]=1[C:11]([O:13][CH3:14])=[O:12])C1C=CC=CC=1.CO. The catalyst is [Pd].C(O)C. The product is [OH:8][C:9]1[CH:18]=[C:17]([OH:19])[C:16]([CH:27]([CH3:29])[CH3:28])=[CH:15][C:10]=1[C:11]([O:13][CH3:14])=[O:12]. The yield is 1.00. (3) The reactants are F[C:2]1[C:7]([C:8]2[N:13]=[C:12]([CH3:14])[N:11]=[C:10]([NH2:15])[N:9]=2)=[CH:6][C:5]([O:16][CH3:17])=[CH:4][N:3]=1.[NH2:18][C:19]1[CH:20]=[C:21]([NH:26][S:27]([CH3:30])(=[O:29])=[O:28])[C:22]([Cl:25])=[N:23][CH:24]=1.C[Si]([N-][Si](C)(C)C)(C)C.[Na+].[NH4+].[Cl-]. The catalyst is CN(C=O)C. The product is [NH2:15][C:10]1[N:11]=[C:12]([CH3:14])[N:13]=[C:8]([C:7]2[C:2]([NH:18][C:19]3[CH:20]=[C:21]([NH:26][S:27]([CH3:30])(=[O:29])=[O:28])[C:22]([Cl:25])=[N:23][CH:24]=3)=[N:3][CH:4]=[C:5]([O:16][CH3:17])[CH:6]=2)[N:9]=1. The yield is 0.140. (4) The reactants are [CH3:1][N:2]([CH2:22][C:23]1[O:24][C:25]2[CH:32]=[CH:31][CH:30]=[CH:29][C:26]=2[C:27]=1[CH3:28])[C:3](=[O:21])/[CH:4]=[CH:5]/[C:6]1[CH:7]=[N:8][C:9]2[NH:18][C:17](=[O:19])[C@H:16]3[N:12]([CH2:13][CH2:14][CH2:15]3)[CH2:11][C:10]=2[CH:20]=1.[ClH:33]. The catalyst is C(Cl)Cl.C(OCC)C. The product is [ClH:33].[CH3:1][N:2]([CH2:22][C:23]1[O:24][C:25]2[CH:32]=[CH:31][CH:30]=[CH:29][C:26]=2[C:27]=1[CH3:28])[C:3](=[O:21])/[CH:4]=[CH:5]/[C:6]1[CH:7]=[N:8][C:9]2[NH:18][C:17](=[O:19])[C@H:16]3[N:12]([CH2:13][CH2:14][CH2:15]3)[CH2:11][C:10]=2[CH:20]=1. The yield is 0.890.